This data is from Experimentally validated miRNA-target interactions with 360,000+ pairs, plus equal number of negative samples. The task is: Binary Classification. Given a miRNA mature sequence and a target amino acid sequence, predict their likelihood of interaction. (1) The miRNA is hsa-miR-4649-3p with sequence UCUGAGGCCUGCCUCUCCCCA. The protein sequence of the target gene is MMPSPSDSSRSLTSRPSTRGLTHLRLHRPWLQALLTLGLVQVLLGILVVTFSMVASSVTTTESIKRSCPSWAGFSLAFSGVVGIVSWKRPFTLVISFFSLLSVLCVMLSMAGSVLSCKNAQLARDFQQCSLEGKVCVCCPSVPLLRPCPESGQELKVAPNSTCDEARGALKNLLFSVCGLTICAAIICTLSAIVCCIQIFSLDLVHTLAPERSVSGPLGPLGCTSPPPAPLLHTMLDLEEFVPPVPPPPYYPPEYTCSSETDAQSITYNGSMDSPVPLYPTDCPPSYEAVMGLRGDSQAT.... Result: 1 (interaction). (2) The miRNA is hsa-miR-1324 with sequence CCAGACAGAAUUCUAUGCACUUUC. The protein sequence of the target gene is MTSESTSPPVVPPLHSPKSPVWPTFPFHREGSRVWERGGVPPRDLPSPLPTKRTRTYSATARASAGPVFKGVCKQFSRSQGHGFITPENGSEDIFVHVSDIEGEYVPVEGDEVTYKMCPIPPKNQKFQAVEVVLTQLAPHTPHETWSGQVVGS. Result: 1 (interaction). (3) The miRNA is hsa-miR-4731-5p with sequence UGCUGGGGGCCACAUGAGUGUG. Result: 1 (interaction). The protein sequence of the target gene is MAWTKYQLFLAGLMLVTGSINTLSAKWADNFMAEGCGGSKEHSFQHPFLQAVGMFLGEFSCLAAFYLLRCRAAGQSDSSVDPQQPFNPLLFLPPALCDMTGTSLMYVALNMTSASSFQMLRGAVIIFTGLFSVAFLGRRLVLSQWLGILATIAGLVVVGLADLLSKHDSQHKLSEVITGDLLIIMAQIIVAIQMVLEEKFVYKHNVHPLRAVGTEGLFGFVILSLLLVPMYYIPAGSFSGNPRGTLEDALDAFCQVGQQPLIAVALLGNISSIAFFNFAGISVTKELSATTRMVLDSLRT.... (4) The miRNA is hsa-miR-2861 with sequence GGGGCCUGGCGGUGGGCGG. The protein sequence of the target gene is MATQADLMELDMAMEPDRKAAVSHWQQQSYLDSGIHSGATTTAPSLSGKGNPEEEDVDTSQVLYEWEQGFSQSFTQEQVADIDGQYAMTRAQRVRAAMFPETLDEGMQIPSTQFDAAHPTNVQRLAEPSQMLKHAVVNLINYQDDAELATRAIPELTKLLNDEDQVVVNKAAVMVHQLSKKEASRHAIMRSPQMVSAIVRTMQNTNDVETARCTAGTLHNLSHHREGLLAIFKSGGIPALVKMLGSPVDSVLFYAITTLHNLLLHQEGAKMAVRLAGGLQKMVALLNKTNVKFLAITTDC.... Result: 0 (no interaction). (5) The miRNA is hsa-miR-6806-3p with sequence UGAAGCUCUGACAUUCCUGCAG. The protein sequence of the target gene is MISTAPLYSGVHNWTSSDRIRMCGINEERRAPLSDEESTTGDCQHFGSQEFCVSSSFSKVELTAVGSGSNARGADPDGSATEKLGHKSEDKPDDPQPKMDYAGNVAEAEGFLVPLSSPGDGLKLPASDSAEASNSRADCSWTPLNTQMSKQVDCSPAGVKALDSRQGVGEKNTFILATLGTGVPVEGTLPLVTTNFSPLPAPICPPAPGSASVPHSVPDAFQVPLSVPAPVPHSGLVPVQVATSVPAPSPPLAPVPALAPAPPSVPTLISDSNPLSVSASVLVPVPASAPPSGPVPLSAP.... Result: 0 (no interaction). (6) The miRNA is mmu-miR-20a-5p with sequence UAAAGUGCUUAUAGUGCAGGUAG. The protein sequence of the target gene is MYAQPVTNTKEVKWQKVLYERQPFPDNYVDRRFLEELRKNIHARKYQYWAVVFESSVVIQQLCSVCVFVVIWWYMDEGLLAPHWLLGTGLASSLIGYVLFDLIDGGEGRKKSGQTRWADLKSALVFITFTYGFSPVLKTLTESVSTDTIYAMSVFMLLGHLIFFDYGANAAIVSSTLSLNMAIFASVCLASRLPRSLHAFIMVTFAIQIFALWPMLQKKLKACTPRSYVGVTLLFAFSAVGGLLSISAVGAVLFALLLMSISCLCPFYLIRLQLFKENIHGPWDEAEIKEDLSRFLS. Result: 0 (no interaction). (7) The miRNA is hsa-miR-6734-5p with sequence UUGAGGGGAGAAUGAGGUGGAGA. The protein sequence of the target gene is MTASASSFSSSQGVQQPSIYSFSQITRSLFLSNGVAANDKLLLSSNRITAIVNASVEVVNVFFEGIQYIKVPVTDARDSRLYDFFDPIADLIHTIDMRQGRTLLHCMAGVSRSASLCLAYLMKYHSMSLLDAHTWTKSRRPIIRPNNGFWEQLINYEFKLFNNNTVRMINSPVGNIPDIYEKDLRMMISM. Result: 0 (no interaction). (8) The miRNA is mmu-miR-466i-5p with sequence UGUGUGUGUGUGUGUGUGUG. The protein sequence of the target gene is MFPKVDNPLGHQETRTGATRSQRPQAPKATAASSDELSEESWPSSSWTPSPASTTEGQSTSPPCNLIDNEDSIVAKYINRFRQAQPTSREDRQPAGPTSADFWWLQPTADSSGHLAAGAGEPTGRSAVTGPSPTGVSSTSLASAPLQKVKQSLNSWNSSLLDLETLSLQSRAARLLKRSKASLNDASSSSFPISSDGLSPSSVTFNPDSNKSSNPKEPVLGAPGPSQAIPAPRPASSQATLKPEDDILYQWRQRRKLEQSLQGAGDGTWVLPRMPALTTQTPPVSAVNLGSQDTQPNCTA.... Result: 1 (interaction). (9) The miRNA is hsa-miR-548q with sequence GCUGGUGCAAAAGUAAUGGCGG. The protein sequence of the target gene is MGARRLRVRSQRSRDSSVPTQCNQTECFDPLVRNCVSCELFHTPDTGHTSSLEPGTALQPQEGSALRPDVALLVGAPALLGLILALTLVGLVSLVSWRWRQQLRTASPDTSEGVQQESLENVFVPSSETPHASAPTWPPLKEDADSALPRHSVPVPATELGSTELVTTKTAGPEQ. Result: 0 (no interaction).